Dataset: Forward reaction prediction with 1.9M reactions from USPTO patents (1976-2016). Task: Predict the product of the given reaction. (1) Given the reactants [OH:1][C:2]1[C:3]2[C:13]([C:14]3[S:15][C:16](I)=[C:17]([CH3:19])[CH:18]=3)=[CH:12][S:11][C:4]=2[NH:5][C:6](=[O:10])[C:7]=1[C:8]#[N:9].O.[OH:22][C:23]1[CH:28]=[CH:27][C:26](B(O)O)=[CH:25][CH:24]=1.C([O-])([O-])=O.[Cs+].[Cs+], predict the reaction product. The product is: [OH:1][C:2]1[C:3]2[C:13]([C:14]3[S:15][C:16]([C:26]4[CH:27]=[CH:28][C:23]([OH:22])=[CH:24][CH:25]=4)=[C:17]([CH3:19])[CH:18]=3)=[CH:12][S:11][C:4]=2[NH:5][C:6](=[O:10])[C:7]=1[C:8]#[N:9]. (2) Given the reactants C(OC([N:8]1[CH2:21][CH:20]2[CH2:22][CH:10]([C:11]3[CH:12]=[C:13]4[C:17](=[CH:18][C:19]=32)[N:16]=[C:15]([CH3:23])[N:14]4[CH2:24][CH2:25][CH3:26])[CH2:9]1)=O)(C)(C)C.C(OCC)(=O)C.[ClH:33], predict the reaction product. The product is: [ClH:33].[CH3:23][C:15]1[N:14]([CH2:24][CH2:25][CH3:26])[C:13]2[C:17](=[CH:18][C:19]3[CH:20]4[CH2:22][CH:10]([C:11]=3[CH:12]=2)[CH2:9][NH:8][CH2:21]4)[N:16]=1. (3) Given the reactants [NH2:1][C:2]1[C:6]([C:7]#[N:8])=[CH:5][NH:4][N:3]=1.[CH2:9](Br)[CH:10]=[CH2:11].C(=O)([O-])[O-].[K+].[K+], predict the reaction product. The product is: [CH2:11]([N:3]1[C:2]([NH2:1])=[C:6]([C:7]#[N:8])[CH:5]=[N:4]1)[CH:10]=[CH2:9]. (4) Given the reactants Br[C:2]1[CH:11]=[CH:10][C:9]2[C:8](=O)[CH2:7][CH2:6][CH2:5][C:4]=2[C:3]=1[O:13][CH2:14][C:15]([O:17][CH2:18][CH3:19])=[O:16].[C:20](=[S:23])([S-:22])[NH2:21].[NH4+], predict the reaction product. The product is: [SH:23][C:20]1[S:22][C:7]2[CH2:6][CH2:5][C:4]3[C:9](=[CH:10][CH:11]=[CH:2][C:3]=3[O:13][CH2:14][C:15]([O:17][CH2:18][CH3:19])=[O:16])[C:8]=2[N:21]=1. (5) Given the reactants P([O-])([O-])([O-])=O.[K+].[K+].[K+].C(O)CC(O)C.O=C[C@@H]([C@H]([C@@H]([C@@H](CO)O)O)O)O.C1C=[N+]([C@@H]2O[C@H](COP(OP(OC[C@H]3O[C@@H](N4C5N=CN=C(N)C=5N=C4)[C@H](O)[C@@H]3O)(O)=O)(O)=O)[C@@H](O)[C@H]2O)C=C(C(N)=O)C=1.[CH:71]1[CH:76]=[N+:75]([C@@H:77]2[O:81][C@H:80]([CH2:82][O:83][P:84]([O:87][P:88]([O:91][CH2:92][C@H:93]3[O:97][C@@H:96]([N:98]4[C:102]5[N:103]=[CH:104][N:105]=[C:106]([NH2:107])[C:101]=5[N:100]=[CH:99]4)[C@H:95]([O:108][P:109]([OH:112])([OH:111])=[O:110])[C@@H:94]3[OH:113])([OH:90])=[O:89])([OH:86])=[O:85])[C@@H:79]([OH:114])[C@H:78]2[OH:115])[CH:74]=[C:73]([C:116]([NH2:118])=[O:117])[CH:72]=1, predict the reaction product. The product is: [CH:104]1[N:105]=[C:106]([NH2:107])[C:101]2[N:100]=[CH:99][N:98]([C@@H:96]3[O:97][C@H:93]([CH2:92][O:91][P:88]([O:87][P:84]([O:83][CH2:82][C@H:80]4[O:81][C@@H:77]([N:75]5[CH:74]=[C:73]([C:116]([NH2:118])=[O:117])[CH2:72][CH:71]=[CH:76]5)[C@H:78]([OH:115])[C@@H:79]4[OH:114])([OH:86])=[O:85])([OH:90])=[O:89])[C@@H:94]([OH:113])[C@H:95]3[O:108][P:109]([OH:112])([OH:111])=[O:110])[C:102]=2[N:103]=1. (6) Given the reactants [CH3:1][O:2][C:3]([C:5]1[C:10]([Cl:11])=[CH:9][N:8]=[C:7](S(C)(=O)=O)[N:6]=1)=[O:4].[NH2:16][C:17]1[CH:22]=[CH:21][CH:20]=[CH:19][CH:18]=1, predict the reaction product. The product is: [CH3:1][O:2][C:3]([C:5]1[C:10]([Cl:11])=[CH:9][N:8]=[C:7]([NH:16][C:17]2[CH:22]=[CH:21][CH:20]=[CH:19][CH:18]=2)[N:6]=1)=[O:4]. (7) The product is: [O:1]1[CH2:6][CH2:4][O:3][CH:2]1[C:7]1[CH:8]=[CH:9][C:10]([C:13]2[S:21][C:20]3[C:15](=[N:16][CH:17]=[CH:18][C:19]=3[Cl:22])[CH:14]=2)=[N:11][CH:12]=1. Given the reactants [O:1]1[CH2:6]C[CH2:4][O:3][CH:2]1[C:7]1[CH:8]=[CH:9][C:10]([C:13]2[S:21][C:20]3[C:15](=[N:16][CH:17]=[CH:18][C:19]=3[Cl:22])[CH:14]=2)=[N:11][CH:12]=1.BrC1C=CC(C2OCCO2)=CN=1, predict the reaction product. (8) Given the reactants [CH3:1][N:2]([CH3:25])[C:3]1[CH:12]=[CH:11][CH:10]=[C:9]2[C:4]=1[CH:5]=[CH:6][CH:7]=[C:8]2[S:13]([NH:16][CH2:17][CH2:18]CCCC(O)=O)(=[O:15])=[O:14].[OH:26]N1C2C=CC=CC=2N=N1.[CH:36]1(N=C=N[CH:37]2[CH2:36]CC[CH2:39][CH2:38]2)CC[CH2:39][CH2:38][CH2:37]1.[CH2:51]([O:58][NH2:59])[C:52]1[CH:57]=[CH:56][CH:55]=[CH:54][CH:53]=1, predict the reaction product. The product is: [CH2:51]([O:58][NH:59][C:39](=[O:26])[CH2:38][CH2:37][CH2:36][CH:17]([NH:16][S:13]([C:8]1[C:9]2[C:4](=[C:3]([N:2]([CH3:1])[CH3:25])[CH:12]=[CH:11][CH:10]=2)[CH:5]=[CH:6][CH:7]=1)(=[O:14])=[O:15])[CH3:18])[C:52]1[CH:57]=[CH:56][CH:55]=[CH:54][CH:53]=1. (9) Given the reactants [Cl:1][C:2]1[N:3]=[C:4]([N:13]2[CH2:18][CH2:17][O:16][CH2:15][CH2:14]2)[C:5]2[S:10][C:9]([CH:11]=O)=[CH:8][C:6]=2[N:7]=1.[CH3:19][CH:20]([S:22]([N:25]1[CH2:30][CH2:29][NH:28][CH2:27][CH2:26]1)(=[O:24])=[O:23])[CH3:21], predict the reaction product. The product is: [Cl:1][C:2]1[N:3]=[C:4]([N:13]2[CH2:18][CH2:17][O:16][CH2:15][CH2:14]2)[C:5]2[S:10][C:9]([CH2:11][N:28]3[CH2:27][CH2:26][N:25]([S:22]([CH:20]([CH3:21])[CH3:19])(=[O:23])=[O:24])[CH2:30][CH2:29]3)=[CH:8][C:6]=2[N:7]=1.